Task: Predict the reactants needed to synthesize the given product.. Dataset: Full USPTO retrosynthesis dataset with 1.9M reactions from patents (1976-2016) (1) The reactants are: [N:1]1([CH2:7][C:8]2[CH:9]=[CH:10][C:11]3[NH:17][C:16]4[CH:18]=[CH:19][C:20]([C:22]([O:24][CH2:25][CH3:26])=[O:23])=[CH:21][C:15]=4[CH2:14][CH2:13][C:12]=3[CH:27]=2)[CH2:6][CH2:5][CH2:4][CH2:3][CH2:2]1.[CH3:28][I:29]. Given the product [I-:29].[CH2:25]([O:24][C:22]([C:20]1[CH:19]=[CH:18][C:16]2[NH:17][C:11]3[CH:10]=[CH:9][C:8]([CH2:7][N+:1]4([CH3:28])[CH2:2][CH2:3][CH2:4][CH2:5][CH2:6]4)=[CH:27][C:12]=3[CH2:13][CH2:14][C:15]=2[CH:21]=1)=[O:23])[CH3:26], predict the reactants needed to synthesize it. (2) Given the product [C:1]1([N:7]2[C:25](=[O:26])[C:10]3=[CH:11][NH:12][C:13]4[CH:14]=[CH:15][C:16]([N:19]5[CH2:24][CH2:23][CH2:21][CH2:20]5)=[N:17][C:18]=4[C:9]3=[N:8]2)[CH:2]=[CH:3][CH:4]=[CH:5][CH:6]=1, predict the reactants needed to synthesize it. The reactants are: [C:1]1([N:7]2[C:25](=[O:26])[C:10]3=[CH:11][NH:12][C:13]4[CH:14]=[CH:15][C:16]([N:19]5[CH2:24][CH2:23]N[CH2:21][CH2:20]5)=[N:17][C:18]=4[C:9]3=[N:8]2)[CH:6]=[CH:5][CH:4]=[CH:3][CH:2]=1.N1CCCC1. (3) Given the product [CH2:6]([N:13]1[CH2:14][C:15]2([CH2:19][CH2:18][CH2:17][N:16]2[C:20]([O:22][CH2:23][CH2:26][CH2:29][CH3:30])=[O:21])[CH2:27]1)[C:7]1[CH:8]=[CH:9][CH:10]=[CH:11][CH:12]=1, predict the reactants needed to synthesize it. The reactants are: C(Br)(Br)(Br)Br.[CH2:6]([NH:13][CH2:14][C:15]1([CH2:27]O)[CH2:19][CH2:18][CH2:17][N:16]1[C:20]([O:22][C:23]([CH3:26])(C)C)=[O:21])[C:7]1[CH:12]=[CH:11][CH:10]=[CH:9][CH:8]=1.[C:29]1(P(C2C=CC=CC=2)C2C=CC=CC=2)C=CC=C[CH:30]=1.C(N(CC)CC)C. (4) Given the product [NH2:38][C:17]1[N:18]([CH3:21])[C:19](=[O:20])[C@:5]2([N:16]=1)[C:4]1[CH:3]=[C:2]([Br:1])[CH:11]=[CH:10][C:9]=1[O:8][C@H:7]1[CH2:12][CH2:13][CH2:14][O:15][C@@H:6]21.[NH2:16][C:39]1[N:40]([CH3:43])[C:41](=[O:42])[C@@:27]2([N:38]=1)[C:26]1[CH:25]=[C:24]([Br:23])[CH:33]=[CH:32][C:31]=1[O:30][C@H:29]1[CH2:34][CH2:35][CH2:36][O:37][C@@H:28]21, predict the reactants needed to synthesize it. The reactants are: [Br:1][C:2]1[CH:11]=[CH:10][C:9]2[O:8][C@H:7]3[CH2:12][CH2:13][CH2:14][O:15][C@H:6]3[C@:5]3([C:19](=[O:20])[N:18]([CH3:21])[C:17](=S)[NH:16]3)[C:4]=2[CH:3]=1.[Br:23][C:24]1[CH:33]=[CH:32][C:31]2[O:30][C@H:29]3[CH2:34][CH2:35][CH2:36][O:37][C@H:28]3[C@@:27]3([C:41](=[O:42])[N:40]([CH3:43])[C:39](=S)[NH:38]3)[C:26]=2[CH:25]=1.C(OO)(C)(C)C.[OH-].[NH4+]. (5) Given the product [CH3:18][O:17][C:14]1[CH:13]=[C:9]([CH:8]=[C:7]([O:6][CH3:5])[C:15]=1[CH3:16])[C:10]([NH:19][CH2:20][C:21]1[CH:35]=[CH:34][C:24]([CH2:25][NH:26][C:27](=[O:33])[O:28][C:29]([CH3:32])([CH3:31])[CH3:30])=[CH:23][C:22]=1[N+:36]([O-:38])=[O:37])=[O:12], predict the reactants needed to synthesize it. The reactants are: S(Cl)(Cl)=O.[CH3:5][O:6][C:7]1[CH:8]=[C:9]([CH:13]=[C:14]([O:17][CH3:18])[C:15]=1[CH3:16])[C:10]([OH:12])=O.[NH2:19][CH2:20][C:21]1[CH:35]=[CH:34][C:24]([CH2:25][NH:26][C:27](=[O:33])[O:28][C:29]([CH3:32])([CH3:31])[CH3:30])=[CH:23][C:22]=1[N+:36]([O-:38])=[O:37].